The task is: Predict which catalyst facilitates the given reaction.. This data is from Catalyst prediction with 721,799 reactions and 888 catalyst types from USPTO. (1) The catalyst class is: 3. Product: [Cl:1][C:2]1[CH:11]=[C:10]([O:12][CH:14]([CH3:16])[CH3:15])[CH:9]=[CH:8][C:3]=1[C:4]([O:6][CH3:7])=[O:5]. Reactant: [Cl:1][C:2]1[CH:11]=[C:10]([OH:12])[CH:9]=[CH:8][C:3]=1[C:4]([O:6][CH3:7])=[O:5].Br[CH:14]([CH3:16])[CH3:15].C(=O)([O-])[O-].[K+].[K+]. (2) Reactant: [Cl:1][C:2]1[CH:3]=[C:4]([C:8]2[N:13]=[C:12]([CH2:14][C:15]3[CH:20]=[CH:19][C:18]([CH2:21][C:22](OC)=[O:23])=[CH:17][CH:16]=3)[CH:11]=[C:10]([CH:26]3[CH2:28][CH2:27]3)[N:9]=2)[CH:5]=[CH:6][CH:7]=1. Product: [Cl:1][C:2]1[CH:3]=[C:4]([C:8]2[N:13]=[C:12]([CH2:14][C:15]3[CH:16]=[CH:17][C:18]([CH2:21][CH2:22][OH:23])=[CH:19][CH:20]=3)[CH:11]=[C:10]([CH:26]3[CH2:27][CH2:28]3)[N:9]=2)[CH:5]=[CH:6][CH:7]=1. The catalyst class is: 1. (3) Reactant: C(N(CC)CC)C.[NH2:8][C:9]1[CH:10]=[N:11][C:12]2[C:17]([C:18]=1[Cl:19])=[CH:16][CH:15]=[CH:14][CH:13]=2.[C:20](Cl)(=[O:24])[CH2:21][CH2:22][CH3:23].C(=O)(O)[O-].[Na+]. Product: [Cl:19][C:18]1[C:17]2[C:12](=[CH:13][CH:14]=[CH:15][CH:16]=2)[N:11]=[CH:10][C:9]=1[NH:8][C:20](=[O:24])[CH2:21][CH2:22][CH3:23]. The catalyst class is: 98. (4) Reactant: CC1(C)C(C)(C)OB([C:9]2[C:10]([O:15][C:16]3[CH:21]=[CH:20][C:19]([NH2:22])=[CH:18][CH:17]=3)=[N:11][CH:12]=[CH:13][CH:14]=2)O1.Br.Br[C:26]1[S:30][C:29]([NH2:31])=[N:28][CH:27]=1.C(=O)([O-])[O-].[Na+].[Na+].F[B-](F)(F)F.C([PH+](C(C)(C)C)C(C)(C)C)(C)(C)C. Product: [NH2:22][C:19]1[CH:18]=[CH:17][C:16]([O:15][C:10]2[C:9]([C:26]3[S:30][C:29]([NH2:31])=[N:28][CH:27]=3)=[CH:14][CH:13]=[CH:12][N:11]=2)=[CH:21][CH:20]=1. The catalyst class is: 102.